Dataset: NCI-60 drug combinations with 297,098 pairs across 59 cell lines. Task: Regression. Given two drug SMILES strings and cell line genomic features, predict the synergy score measuring deviation from expected non-interaction effect. (1) Drug 1: COC1=C(C=C2C(=C1)N=CN=C2NC3=CC(=C(C=C3)F)Cl)OCCCN4CCOCC4. Drug 2: CN(CC1=CN=C2C(=N1)C(=NC(=N2)N)N)C3=CC=C(C=C3)C(=O)NC(CCC(=O)O)C(=O)O. Cell line: NCI-H522. Synergy scores: CSS=53.2, Synergy_ZIP=-4.32, Synergy_Bliss=-3.58, Synergy_Loewe=-2.91, Synergy_HSA=-2.13. (2) Drug 1: CCC(=C(C1=CC=CC=C1)C2=CC=C(C=C2)OCCN(C)C)C3=CC=CC=C3.C(C(=O)O)C(CC(=O)O)(C(=O)O)O. Drug 2: CN1C(=O)N2C=NC(=C2N=N1)C(=O)N. Cell line: A498. Synergy scores: CSS=2.40, Synergy_ZIP=-0.687, Synergy_Bliss=-0.866, Synergy_Loewe=-5.42, Synergy_HSA=-3.06. (3) Drug 1: CC1C(C(CC(O1)OC2CC(CC3=C2C(=C4C(=C3O)C(=O)C5=C(C4=O)C(=CC=C5)OC)O)(C(=O)CO)O)N)O.Cl. Drug 2: CN(C)N=NC1=C(NC=N1)C(=O)N. Cell line: UACC-257. Synergy scores: CSS=2.47, Synergy_ZIP=-1.52, Synergy_Bliss=0.832, Synergy_Loewe=-0.926, Synergy_HSA=-0.407. (4) Synergy scores: CSS=64.6, Synergy_ZIP=-1.65, Synergy_Bliss=-9.18, Synergy_Loewe=-6.34, Synergy_HSA=-6.22. Cell line: OVCAR-4. Drug 2: C1=CC(=CC=C1CCC2=CNC3=C2C(=O)NC(=N3)N)C(=O)NC(CCC(=O)O)C(=O)O. Drug 1: CC12CCC3C(C1CCC2=O)CC(=C)C4=CC(=O)C=CC34C. (5) Cell line: MALME-3M. Synergy scores: CSS=-10.6, Synergy_ZIP=3.93, Synergy_Bliss=4.88, Synergy_Loewe=-5.93, Synergy_HSA=-5.35. Drug 1: CC1=C(C=C(C=C1)NC(=O)C2=CC=C(C=C2)CN3CCN(CC3)C)NC4=NC=CC(=N4)C5=CN=CC=C5. Drug 2: CS(=O)(=O)CCNCC1=CC=C(O1)C2=CC3=C(C=C2)N=CN=C3NC4=CC(=C(C=C4)OCC5=CC(=CC=C5)F)Cl. (6) Drug 1: CC12CCC(CC1=CCC3C2CCC4(C3CC=C4C5=CN=CC=C5)C)O. Drug 2: C1=CC(=C2C(=C1NCCNCCO)C(=O)C3=C(C=CC(=C3C2=O)O)O)NCCNCCO. Cell line: OVCAR3. Synergy scores: CSS=43.0, Synergy_ZIP=10.5, Synergy_Bliss=11.3, Synergy_Loewe=1.82, Synergy_HSA=13.3.